Dataset: Reaction yield outcomes from USPTO patents with 853,638 reactions. Task: Predict the reaction yield, written as a fraction of the theoretical maximum amount of product (1.0 means a 100% yield; for example, 0.34 means a 34% yield). (1) The reactants are [CH2:1]([C:3]1[CH:4]=[C:5]2[C:9](=[CH:10][CH:11]=1)[NH:8][CH2:7][CH2:6]2)[CH3:2].[N+:12]([O-])([O-:14])=[O:13].[K+].[OH-].[Na+]. The catalyst is OS(O)(=O)=O. The product is [CH2:1]([C:3]1[CH:4]=[C:5]2[C:9](=[CH:10][C:11]=1[N+:12]([O-:14])=[O:13])[NH:8][CH2:7][CH2:6]2)[CH3:2]. The yield is 0.580. (2) The reactants are Br[C:2]1[CH:7]=[CH:6][C:5]([C:8]2[NH:12][C:11]([CH:13]3[CH2:17][C:16]4([CH2:22][CH2:21][O:20][CH2:19][CH2:18]4)[CH2:15][N:14]3[C:23](=[O:33])[C@@H:24]([NH:28][C:29](=[O:32])[O:30][CH3:31])[CH:25]([CH3:27])[CH3:26])=[N:10][CH:9]=2)=[CH:4][CH:3]=1.[CH3:34][C:35]1([CH3:51])[C:39]([CH3:41])([CH3:40])[O:38][B:37]([B:37]2[O:38][C:39]([CH3:41])([CH3:40])[C:35]([CH3:51])([CH3:34])[O:36]2)[O:36]1.C([O-])(=O)C.[K+]. The catalyst is O1CCOCC1. The product is [CH3:27][CH:25]([CH3:26])[C@H:24]([NH:28][C:29](=[O:32])[O:30][CH3:31])[C:23](=[O:33])[N:14]1[CH:13]([C:11]2[NH:12][C:8]([C:5]3[CH:4]=[CH:3][C:2]([B:37]4[O:38][C:39]([CH3:41])([CH3:40])[C:35]([CH3:51])([CH3:34])[O:36]4)=[CH:7][CH:6]=3)=[CH:9][N:10]=2)[CH2:17][C:16]2([CH2:18][CH2:19][O:20][CH2:21][CH2:22]2)[CH2:15]1. The yield is 0.593. (3) The reactants are Br[C:2]1[CH:7]=[CH:6][N:5]=[C:4]2[NH:8][C:9]([CH3:11])=[CH:10][C:3]=12.[H-].[Na+].[Li]CCCC.C([O:22][B:23](OC(C)C)[O:24]C(C)C)(C)C. The catalyst is C1COCC1. The product is [CH3:11][C:9]1[NH:8][C:4]2=[N:5][CH:6]=[CH:7][C:2]([B:23]([OH:24])[OH:22])=[C:3]2[CH:10]=1. The yield is 0.410. (4) The reactants are [C:1]([C:3]1[CH:4]=[C:5]([NH:9][C:10](=[O:33])[NH:11][C:12]2[CH:17]=[CH:16][C:15]([S:18]([NH:21][CH2:22][C:23]3[CH:28]=[CH:27][C:26]([S:29](=[O:32])(=[O:31])[NH2:30])=[CH:25][CH:24]=3)(=[O:20])=[O:19])=[CH:14][CH:13]=2)[CH:6]=[CH:7][CH:8]=1)#[N:2].[NH:34]1[CH2:38][CH2:37][CH2:36][CH:35]1[CH2:39][N:40]1[CH2:44][CH2:43][CH2:42][CH2:41]1. No catalyst specified. The product is [NH:2]=[C:1]([N:34]1[CH2:38][CH2:37][CH2:36][CH:35]1[CH2:39][N:40]1[CH2:44][CH2:43][CH2:42][CH2:41]1)[C:3]1[CH:4]=[C:5]([NH:9][C:10](=[O:33])[NH:11][C:12]2[CH:17]=[CH:16][C:15]([S:18]([NH:21][CH2:22][C:23]3[CH:28]=[CH:27][C:26]([S:29](=[O:32])(=[O:31])[NH2:30])=[CH:25][CH:24]=3)(=[O:20])=[O:19])=[CH:14][CH:13]=2)[CH:6]=[CH:7][CH:8]=1. The yield is 0.120. (5) The reactants are [CH3:1][C:2]1[CH:6]=[C:5]([C:7]2([C:10]([O:12]C)=[O:11])[CH2:9][CH2:8]2)[O:4][N:3]=1.O.[OH-].[Li+].[Cl-].[NH4+].Cl. The catalyst is CO.O. The product is [CH3:1][C:2]1[CH:6]=[C:5]([C:7]2([C:10]([OH:12])=[O:11])[CH2:8][CH2:9]2)[O:4][N:3]=1. The yield is 0.470. (6) The reactants are [CH2:1]([O:3][C:4]([C:6]1[N:14]([CH3:15])[C:13]2[CH:12]=[CH:11][N:10]=[CH:9][C:8]=2[C:7]=1[NH2:16])=[O:5])[CH3:2].[F:17][C:18]1[CH:23]=[C:22]([Si:24]([CH3:27])([CH3:26])[CH3:25])[CH:21]=[CH:20][C:19]=1OS(C(F)(F)F)(=O)=O.CC1(C)C2C(=C(P(C3C=CC=CC=3)C3C=CC=CC=3)C=CC=2)OC2C(P(C3C=CC=CC=3)C3C=CC=CC=3)=CC=CC1=2.C(=O)([O-])[O-].[Cs+].[Cs+]. The catalyst is C1(C)C=CC=CC=1.C1C=CC(/C=C/C(/C=C/C2C=CC=CC=2)=O)=CC=1.C1C=CC(/C=C/C(/C=C/C2C=CC=CC=2)=O)=CC=1.C1C=CC(/C=C/C(/C=C/C2C=CC=CC=2)=O)=CC=1.[Pd].[Pd]. The product is [CH2:1]([O:3][C:4]([C:6]1[N:14]([CH3:15])[C:13]2[CH:12]=[CH:11][N:10]=[CH:9][C:8]=2[C:7]=1[NH:16][C:19]1[CH:20]=[CH:21][C:22]([Si:24]([CH3:26])([CH3:25])[CH3:27])=[CH:23][C:18]=1[F:17])=[O:5])[CH3:2]. The yield is 0.850. (7) The reactants are [N:1]1([C:7]2[CH2:8][CH2:9][C:10]3[N:11]([C:13]([C:16]([F:19])([F:18])[F:17])=[N:14][N:15]=3)[N:12]=2)[CH2:6][CH2:5][NH:4][CH2:3][CH2:2]1.[F:20][C:21]1[CH:28]=[CH:27][C:24]([CH:25]=O)=[CH:23][CH:22]=1. The catalyst is C(O)(=O)C.C(Cl)Cl. The product is [F:20][C:21]1[CH:28]=[CH:27][C:24]([CH2:25][N:4]2[CH2:3][CH2:2][N:1]([C:7]3[CH2:8][CH2:9][C:10]4[N:11]([C:13]([C:16]([F:17])([F:18])[F:19])=[N:14][N:15]=4)[N:12]=3)[CH2:6][CH2:5]2)=[CH:23][CH:22]=1. The yield is 0.610. (8) The reactants are [CH3:1][O:2][C:3](=[O:27])[C:4]1[CH:9]=[C:8]([F:10])[C:7]([CH2:11][NH:12][CH:13]=[O:14])=[N:6][C:5]=1[NH:15][C:16]1[CH:21]=[CH:20][C:19]([Si](C)(C)C)=[CH:18][C:17]=1[F:26].C1C(=O)N([Br:35])C(=O)C1. The catalyst is ClCCl. The product is [CH3:1][O:2][C:3](=[O:27])[C:4]1[CH:9]=[C:8]([F:10])[C:7]([CH2:11][NH:12][CH:13]=[O:14])=[N:6][C:5]=1[NH:15][C:16]1[CH:21]=[CH:20][C:19]([Br:35])=[CH:18][C:17]=1[F:26]. The yield is 0.950. (9) The reactants are [Cl:1][C:2]1[CH:8]=[C:7]([O:9][C:10]2[C:19]3[C:14](=[CH:15][C:16]([O:22][CH3:23])=[C:17]([O:20][CH3:21])[CH:18]=3)[N:13]=[CH:12][N:11]=2)[CH:6]=[CH:5][C:3]=1[NH2:4].C(N(CC)CC)C.ClC(Cl)(O[C:35](=[O:41])OC(Cl)(Cl)Cl)Cl.[CH2:43]([N:45]([C:49]1[CH:54]=[CH:53][CH:52]=[C:51]([CH3:55])[CH:50]=1)[CH2:46][CH2:47][NH2:48])[CH3:44]. The catalyst is C(Cl)(Cl)Cl.O. The product is [Cl:1][C:2]1[CH:8]=[C:7]([O:9][C:10]2[C:19]3[C:14](=[CH:15][C:16]([O:22][CH3:23])=[C:17]([O:20][CH3:21])[CH:18]=3)[N:13]=[CH:12][N:11]=2)[CH:6]=[CH:5][C:3]=1[NH:4][C:35]([NH:48][CH2:47][CH2:46][N:45]([CH2:43][CH3:44])[C:49]1[CH:54]=[CH:53][CH:52]=[C:51]([CH3:55])[CH:50]=1)=[O:41]. The yield is 0.910. (10) The reactants are [Cl:1][C:2]1[CH:3]=[C:4]([S:9]([N:12]2[CH2:17][CH:16]([CH3:18])[NH:15][CH2:14][CH:13]2[CH3:19])(=[O:11])=[O:10])[CH:5]=[CH:6][C:7]=1[Cl:8].Cl[C:21]1[C:26]([Cl:27])=[CH:25][CH:24]=[CH:23][N:22]=1.C(N(C(C)C)CC)(C)C.CN(C=O)C. The catalyst is C(OCC)(=O)C. The product is [Cl:27][C:26]1[C:21]([N:15]2[CH2:14][CH:13]([CH3:19])[N:12]([S:9]([C:4]3[CH:5]=[CH:6][C:7]([Cl:8])=[C:2]([Cl:1])[CH:3]=3)(=[O:11])=[O:10])[CH2:17][CH:16]2[CH3:18])=[N:22][CH:23]=[CH:24][CH:25]=1. The yield is 0.0200.